From a dataset of Catalyst prediction with 721,799 reactions and 888 catalyst types from USPTO. Predict which catalyst facilitates the given reaction. Reactant: [Cl:1][C:2]1[C:3](=[O:14])[C:4]2[C:9]([C:10](=[O:13])[C:11]=1Cl)=[CH:8][CH:7]=[CH:6][CH:5]=2.[NH3:15].[OH-].[NH4+]. Product: [NH2:15][C:11]1[C:10](=[O:13])[C:9]2[C:4]([C:3](=[O:14])[C:2]=1[Cl:1])=[CH:5][CH:6]=[CH:7][CH:8]=2. The catalyst class is: 8.